This data is from Full USPTO retrosynthesis dataset with 1.9M reactions from patents (1976-2016). The task is: Predict the reactants needed to synthesize the given product. (1) Given the product [Br:1][C:2]1[C:10]2[C:5](=[C:6]3[CH:13]=[CH:12][N:11]([CH2:14][O:15][CH2:16][CH2:17][Si:18]([CH3:21])([CH3:20])[CH3:19])[C:7]3=[N:8][CH:9]=2)[N:4]([C@@H:22]2[C@H:27]([CH3:28])[CH2:26][CH2:25][NH:24][CH2:23]2)[CH:3]=1, predict the reactants needed to synthesize it. The reactants are: [Br:1][C:2]1[C:10]2[C:5](=[C:6]3[CH:13]=[CH:12][N:11]([CH2:14][O:15][CH2:16][CH2:17][Si:18]([CH3:21])([CH3:20])[CH3:19])[C:7]3=[N:8][CH:9]=2)[N:4]([C@@H:22]2[C@H:27]([CH3:28])[CH2:26][CH2:25][N:24](C(OC(C)(C)C)=O)[CH2:23]2)[CH:3]=1.Cl.O1CCOCC1. (2) Given the product [CH2:1]([O:3][CH2:4][CH2:5][CH2:6][O:7][C:8]1[N:9]([C:18]2[CH:23]=[CH:22][C:21]([O:24][CH2:25][C:26]([F:28])([F:27])[F:29])=[CH:20][CH:19]=2)[C:10](=[O:17])[C:11]2[CH2:16][C:15](=[O:32])[NH:14][C:12]=2[N:13]=1)[CH3:2], predict the reactants needed to synthesize it. The reactants are: [CH2:1]([O:3][CH2:4][CH2:5][CH2:6][O:7][C:8]1[N:9]([C:18]2[CH:23]=[CH:22][C:21]([O:24][CH2:25][C:26]([F:29])([F:28])[F:27])=[CH:20][CH:19]=2)[C:10](=[O:17])[C:11]2[CH:16]=[CH:15][NH:14][C:12]=2[N:13]=1)[CH3:2].C(O)(=[O:32])C.C(O)(=O)C.I(C1C=CC=CC=1)=O. (3) The reactants are: Cl[C:2]1[NH:3][C:4](=[O:16])[C:5]2[C:10]([CH:11]=1)=[CH:9][CH:8]=[C:7]1[CH:12]=[CH:13][CH:14]=[CH:15][C:6]=21.[CH3:17][N:18]([CH3:25])[CH:19]1[CH2:24][CH2:23][NH:22][CH2:21][CH2:20]1. Given the product [CH3:17][N:18]([CH3:25])[CH:19]1[CH2:24][CH2:23][N:22]([C:2]2[NH:3][C:4](=[O:16])[C:5]3[C:10]([CH:11]=2)=[CH:9][CH:8]=[C:7]2[CH:12]=[CH:13][CH:14]=[CH:15][C:6]=32)[CH2:21][CH2:20]1, predict the reactants needed to synthesize it. (4) Given the product [CH:1]([C:5]1[CH:10]=[CH:9][C:8]([S:11]([NH:14][C:15]2[CH:19]=[CH:18][S:17][C:16]=2[C:20]([OH:22])=[O:21])(=[O:12])=[O:13])=[CH:7][CH:6]=1)([CH2:3][CH3:4])[CH3:2], predict the reactants needed to synthesize it. The reactants are: [CH:1]([C:5]1[CH:10]=[CH:9][C:8]([S:11]([NH:14][C:15]2[CH:19]=[CH:18][S:17][C:16]=2[C:20]([O:22]C)=[O:21])(=[O:13])=[O:12])=[CH:7][CH:6]=1)([CH2:3][CH3:4])[CH3:2].[OH-].[Na+].Cl. (5) Given the product [F:31][C:28]1[CH:27]=[N:26][C:25]([NH:1][CH2:2][C@@H:3]2[C@H:8]([CH3:9])[CH2:7][CH2:6][CH2:5][N:4]2[C:10]([C:12]2[CH:17]=[C:16]([CH3:18])[CH:15]=[CH:14][C:13]=2[N:19]2[N:23]=[CH:22][CH:21]=[N:20]2)=[O:11])=[N:30][CH:29]=1, predict the reactants needed to synthesize it. The reactants are: [NH2:1][CH2:2][C@@H:3]1[C@H:8]([CH3:9])[CH2:7][CH2:6][CH2:5][N:4]1[C:10]([C:12]1[CH:17]=[C:16]([CH3:18])[CH:15]=[CH:14][C:13]=1[N:19]1[N:23]=[CH:22][CH:21]=[N:20]1)=[O:11].Cl[C:25]1[N:30]=[CH:29][C:28]([F:31])=[CH:27][N:26]=1. (6) Given the product [N:6]12[CH2:11][CH2:10][CH:9]([CH2:8][CH2:7]1)[C@@H:4]([NH:3][CH2:14][C:16]1[C:24]3[C:23]([C:25]([O:27][CH3:28])=[O:26])=[CH:22][CH:21]=[CH:20][C:19]=3[NH:18][N:17]=1)[CH2:5]2, predict the reactants needed to synthesize it. The reactants are: Cl.Cl.[NH2:3][C@@H:4]1[CH:9]2[CH2:10][CH2:11][N:6]([CH2:7][CH2:8]2)[CH2:5]1.[H-].[Na+].[CH:14]([C:16]1[C:24]2[C:23]([C:25]([O:27][CH3:28])=[O:26])=[CH:22][CH:21]=[CH:20][C:19]=2[NH:18][N:17]=1)=O.C(O[BH-](OC(=O)C)OC(=O)C)(=O)C.[Na+]. (7) Given the product [OH:3][CH2:4][CH2:5][CH2:6][C:7]1[CH:11]=[C:10]([C:12]2[CH:13]=[CH:14][C:15]([CH3:18])=[CH:16][CH:17]=2)[N:9]([C:19]2[CH:24]=[CH:23][C:22]([S:25]([NH2:26])(=[O:28])=[O:27])=[CH:21][CH:20]=2)[N:8]=1, predict the reactants needed to synthesize it. The reactants are: C([O:3][C:4](=O)[CH2:5][CH2:6][C:7]1[CH:11]=[C:10]([C:12]2[CH:17]=[CH:16][C:15]([CH3:18])=[CH:14][CH:13]=2)[N:9]([C:19]2[CH:24]=[CH:23][C:22]([S:25](=[O:28])(=[O:27])[NH2:26])=[CH:21][CH:20]=2)[N:8]=1)C.[H-].[H-].[H-].[H-].[Li+].[Al+3].O.